Dataset: Forward reaction prediction with 1.9M reactions from USPTO patents (1976-2016). Task: Predict the product of the given reaction. The product is: [CH2:5]([NH:6][CH2:7][CH3:2])[CH3:4].[Cl:1][C:2]1[CH:3]=[C:4]([O:14][C:25]2[C:26]([F:28])=[CH:27][C:22]([C:21]([NH:20][S:17]([N:16]([CH3:32])[CH3:15])(=[O:19])=[O:18])=[O:31])=[C:23]([F:30])[CH:24]=2)[CH:5]=[N:6][C:7]=1[O:8][CH2:9][C:10]([F:13])([CH3:12])[CH3:11]. Given the reactants [Cl:1][C:2]1[CH:3]=[C:4]([OH:14])[CH:5]=[N:6][C:7]=1[O:8][CH2:9][C:10]([F:13])([CH3:12])[CH3:11].[CH3:15][N:16]([CH3:32])[S:17]([NH:20][C:21](=[O:31])[C:22]1[CH:27]=[C:26]([F:28])[C:25](F)=[CH:24][C:23]=1[F:30])(=[O:19])=[O:18], predict the reaction product.